This data is from Reaction yield outcomes from USPTO patents with 853,638 reactions. The task is: Predict the reaction yield, written as a fraction of the theoretical maximum amount of product (1.0 means a 100% yield; for example, 0.34 means a 34% yield). (1) The catalyst is C(O)C. The yield is 0.530. The reactants are [CH3:1][C:2]1[N:7]=[C:6]([NH:8][C:9]([NH2:11])=[S:10])[CH:5]=[CH:4][CH:3]=1.Br[CH2:13][C:14]([C:16]1[CH:21]=[CH:20][C:19]([Br:22])=[CH:18][CH:17]=1)=O. The product is [Br:22][C:19]1[CH:20]=[CH:21][C:16]([C:14]2[N:11]=[C:9]([NH:8][C:6]3[CH:5]=[CH:4][CH:3]=[C:2]([CH3:1])[N:7]=3)[S:10][CH:13]=2)=[CH:17][CH:18]=1. (2) The reactants are [Br:1][C:2]1[CH:18]=[C:17](/[CH:19]=[CH:20]/[CH:21]([C:26]2[CH:31]=[C:30]([Cl:32])[C:29]([Cl:33])=[C:28]([Cl:34])[CH:27]=2)[C:22]([F:25])([F:24])[F:23])[CH:16]=[CH:15][C:3]=1[C:4]([NH:6][CH2:7][C:8]([O:10]C(C)(C)C)=[O:9])=[O:5].C(O)(C(F)(F)F)=O. The catalyst is C(Cl)Cl. The product is [Br:1][C:2]1[CH:18]=[C:17](/[CH:19]=[CH:20]/[CH:21]([C:26]2[CH:31]=[C:30]([Cl:32])[C:29]([Cl:33])=[C:28]([Cl:34])[CH:27]=2)[C:22]([F:24])([F:25])[F:23])[CH:16]=[CH:15][C:3]=1[C:4]([NH:6][CH2:7][C:8]([OH:10])=[O:9])=[O:5]. The yield is 0.780. (3) The reactants are [NH2:1][C:2]1[CH:7]=[CH:6][CH:5]=[CH:4][CH:3]=1.[C:8]1(=O)[CH2:13][CH2:12][CH2:11][CH2:10][CH2:9]1.[OH-].[Na+].P(=O)(O)(O)O.S(=O)(=O)(O)O. The catalyst is C(O)C.Cl.O.C(OCC)(=O)C. The product is [C:8]1([C:5]2[CH:6]=[CH:7][C:2]([NH2:1])=[CH:3][CH:4]=2)[CH2:13][CH2:12][CH2:11][CH2:10][CH:9]=1. The yield is 0.490. (4) The reactants are [OH-].[Na+].[F:3][CH2:4][CH2:5][O:6][C:7]1[CH:12]=[CH:11][C:10]([C:13]2[N:14]=[C:15]3[CH:20]=[CH:19][C:18]([Cl:21])=[CH:17][N:16]3[C:22]=2[CH2:23][C:24]([O:26]C)=[O:25])=[CH:9][CH:8]=1. The catalyst is O.CO. The product is [F:3][CH2:4][CH2:5][O:6][C:7]1[CH:8]=[CH:9][C:10]([C:13]2[N:14]=[C:15]3[CH:20]=[CH:19][C:18]([Cl:21])=[CH:17][N:16]3[C:22]=2[CH2:23][C:24]([OH:26])=[O:25])=[CH:11][CH:12]=1. The yield is 0.984. (5) The reactants are [CH2:1]([O:8][C:9]1[C:10]([CH2:20][CH:21]([C:23]2[O:24][C:25]([CH2:28][N:29]([CH3:31])[CH3:30])=[CH:26][CH:27]=2)O)=[CH:11][C:12]([Cl:19])=[C:13]2[C:18]=1[N:17]=[CH:16][CH:15]=[CH:14]2)[C:2]1[CH:7]=[CH:6][CH:5]=[CH:4][CH:3]=1.C1(P([N:46]=[N+:47]=[N-:48])(C2C=CC=CC=2)=O)C=CC=CC=1.N12CCCN=C1CCCCC2. The catalyst is C1(C)C=CC=CC=1.CN(C)C=O.[Br-].[Li+]. The product is [N:46]([CH:21]([C:23]1[O:24][C:25]([CH2:28][N:29]([CH3:31])[CH3:30])=[CH:26][CH:27]=1)[CH2:20][C:10]1[C:9]([O:8][CH2:1][C:2]2[CH:3]=[CH:4][CH:5]=[CH:6][CH:7]=2)=[C:18]2[C:13]([CH:14]=[CH:15][CH:16]=[N:17]2)=[C:12]([Cl:19])[CH:11]=1)=[N+:47]=[N-:48]. The yield is 0.760. (6) The reactants are [Br:1][C:2]1[CH:32]=[CH:31][CH:30]=[CH:29][C:3]=1[C:4]([NH:6][CH2:7][C:8]([NH:10][C@H:11]([B:16]1[O:20][C@@H]2C[C@@H]3C[C@H]([C@]2(C)[O:17]1)C3(C)C)[CH2:12][CH:13]([CH3:15])[CH3:14])=[O:9])=[O:5].Cl.B([O-])OCC(C)C. The catalyst is CO.CCCCCC. The product is [Br:1][C:2]1[CH:32]=[CH:31][CH:30]=[CH:29][C:3]=1[C:4]([NH:6][CH2:7][C:8]([NH:10][C@H:11]([B:16]([OH:20])[OH:17])[CH2:12][CH:13]([CH3:15])[CH3:14])=[O:9])=[O:5]. The yield is 0.730. (7) The reactants are [Br:1][C:2]1[C:3]([O:11][CH2:12][CH:13]2[CH2:15][CH2:14]2)=[N:4][CH:5]=[C:6]([N+:8]([O-])=O)[CH:7]=1.[Cl-].[NH4+].O.C(O)C. The catalyst is C1COCC1.[Fe]. The product is [Br:1][C:2]1[CH:7]=[C:6]([NH2:8])[CH:5]=[N:4][C:3]=1[O:11][CH2:12][CH:13]1[CH2:15][CH2:14]1. The yield is 0.600. (8) The reactants are Br[CH2:2][C:3]([NH:5][C:6]1[C:11](Br)=[N:10][C:9]([Br:13])=[CH:8][N:7]=1)=[O:4].Cl.[O:15]1[CH2:20][CH2:19][CH:18]([CH2:21][CH2:22][NH2:23])[CH2:17][CH2:16]1.C(N(C(C)C)CC)(C)C. No catalyst specified. The product is [Br:13][C:9]1[N:10]=[C:11]2[N:23]([CH2:22][CH2:21][CH:18]3[CH2:19][CH2:20][O:15][CH2:16][CH2:17]3)[CH2:2][C:3](=[O:4])[NH:5][C:6]2=[N:7][CH:8]=1. The yield is 0.500. (9) The reactants are Br[CH2:2][C:3]1[C:4]([C:16]2[CH:21]=[CH:20][CH:19]=[CH:18][CH:17]=2)=[N:5][C:6]2[C:11]([C:12]=1[C:13]([O-:15])=[O:14])=[CH:10][CH:9]=[CH:8][CH:7]=2.[C-:22]#N.[Na+].[CH3:25][N:26](C=O)C. No catalyst specified. The product is [C:25]([CH2:2][C:3]1[C:4]([C:16]2[CH:21]=[CH:20][CH:19]=[CH:18][CH:17]=2)=[N:5][C:6]2[C:11]([C:12]=1[C:13]([O:15][CH3:22])=[O:14])=[CH:10][CH:9]=[CH:8][CH:7]=2)#[N:26]. The yield is 0.950.